This data is from Full USPTO retrosynthesis dataset with 1.9M reactions from patents (1976-2016). The task is: Predict the reactants needed to synthesize the given product. (1) Given the product [Br:15][C:16]1[CH:23]=[CH:22][CH:21]=[CH:20][C:17]=1[CH2:18][N:11]1[C:10]2[C:9](=[O:12])[N:7]([CH3:8])[C:6](=[O:13])[N:5]([CH3:14])[C:4]=2[N:3]=[C:2]1[Cl:1], predict the reactants needed to synthesize it. The reactants are: [Cl:1][C:2]1[NH:11][C:10]2[C:9](=[O:12])[N:7]([CH3:8])[C:6](=[O:13])[N:5]([CH3:14])[C:4]=2[N:3]=1.[Br:15][C:16]1[CH:23]=[CH:22][CH:21]=[CH:20][C:17]=1[CH2:18]Br.CCOC(C)=O.O. (2) Given the product [N:1]1[C:2]2[C:10](=[O:11])[NH:13][NH:14][C:7](=[O:9])[C:3]=2[N:4]=[CH:5][CH:6]=1, predict the reactants needed to synthesize it. The reactants are: [N:1]1[CH:6]=[CH:5][N:4]=[C:3]2[C:7]([O:9][C:10](=[O:11])[C:2]=12)=O.O.[NH2:13][NH2:14].C(O)(=O)C. (3) Given the product [NH2:1]/[C:2](=[N:8]/[O:9][C:17](=[O:18])[C:16]1[CH:20]=[CH:21][CH:22]=[C:14]([CH3:13])[CH:15]=1)/[C:3]([O:5][CH2:6][CH3:7])=[O:4], predict the reactants needed to synthesize it. The reactants are: [NH2:1]/[C:2](=[N:8]/[OH:9])/[C:3]([O:5][CH2:6][CH3:7])=[O:4].C(Cl)Cl.[CH3:13][C:14]1[CH:15]=[C:16]([CH:20]=[CH:21][CH:22]=1)[C:17](Cl)=[O:18]. (4) Given the product [ClH:44].[Br:1][C:2]1[CH:3]=[C:4]([C:8]2[C:9](=[O:11])[N:18]([C:20]3[N:25]=[CH:24][C:23]([C:26]([O:28][C:29]([CH3:32])([CH3:31])[CH3:30])=[O:27])=[CH:22][CH:21]=3)[NH:15][CH:14]=2)[CH:5]=[N:6][CH:7]=1, predict the reactants needed to synthesize it. The reactants are: [Br:1][C:2]1[CH:3]=[C:4](/[C:8](=[CH:14]/[N:15](C)C)/[C:9]([O:11]CC)=O)[CH:5]=[N:6][CH:7]=1.[NH:18]([C:20]1[N:25]=[CH:24][C:23]([C:26]([O:28][C:29]([CH3:32])([CH3:31])[CH3:30])=[O:27])=[CH:22][CH:21]=1)N.C1(C)C=CC(S(O)(=O)=O)=CC=1.[ClH:44]. (5) The reactants are: [CH3:1][O:2][C:3]12[CH2:10][CH2:9][C:6](/[CH:11]=[CH:12]/[C:13]([O:15][CH3:16])=[O:14])([CH2:7][CH2:8]1)[CH2:5][CH2:4]2. Given the product [CH3:1][O:2][C:3]12[CH2:10][CH2:9][C:6]([CH2:11][CH2:12][C:13]([O:15][CH3:16])=[O:14])([CH2:7][CH2:8]1)[CH2:5][CH2:4]2, predict the reactants needed to synthesize it. (6) Given the product [BrH:13].[BrH:13].[CH3:5][C:4]([NH2:7])([CH3:6])[CH2:3][CH2:2][NH2:1], predict the reactants needed to synthesize it. The reactants are: [NH2:1][CH2:2][CH2:3][C:4]([NH:7]C(=O)OCC)([CH3:6])[CH3:5].[BrH:13].